Dataset: Forward reaction prediction with 1.9M reactions from USPTO patents (1976-2016). Task: Predict the product of the given reaction. (1) Given the reactants [F:1][C:2]([F:14])([CH3:13])[CH2:3][CH2:4][CH2:5][CH2:6][N:7]1[CH:11]=[C:10]([NH2:12])[CH:9]=[N:8]1.[CH3:15][O:16][C:17]1[CH:22]=[CH:21][C:20]([C:23]2[O:27][CH:26]=[N:25][C:24]=2[C:28](O)=[O:29])=[CH:19][CH:18]=1, predict the reaction product. The product is: [F:14][C:2]([F:1])([CH3:13])[CH2:3][CH2:4][CH2:5][CH2:6][N:7]1[CH:11]=[C:10]([NH:12][C:28]([C:24]2[N:25]=[CH:26][O:27][C:23]=2[C:20]2[CH:21]=[CH:22][C:17]([O:16][CH3:15])=[CH:18][CH:19]=2)=[O:29])[CH:9]=[N:8]1. (2) Given the reactants [Br:1][C:2]1[CH:3]=[CH:4][C:5]([CH3:11])=[C:6]([CH:10]=1)[C:7]([OH:9])=O.[NH2:12][C:13]1[C:22]([CH3:23])=[CH:21][C:16]([C:17]([O:19][CH3:20])=[O:18])=[CH:15][C:14]=1[CH3:24].C(N(CC)C(C)C)(C)C.CCCP1(OP(CCC)(=O)OP(CCC)(=O)O1)=O, predict the reaction product. The product is: [Br:1][C:2]1[CH:3]=[CH:4][C:5]([CH3:11])=[C:6]([CH:10]=1)[C:7]([NH:12][C:13]1[C:14]([CH3:24])=[CH:15][C:16]([C:17]([O:19][CH3:20])=[O:18])=[CH:21][C:22]=1[CH3:23])=[O:9]. (3) Given the reactants [Cl:1][C:2]1[C:3](=[O:27])[N:4]([C:10]2[C:15]([CH3:16])=[CH:14][N:13]=[C:12]([C:17]3[CH:22]=[CH:21][N:20]=[C:19]([C:23]([OH:26])([CH3:25])[CH3:24])[N:18]=3)[CH:11]=2)[C:5]([CH3:9])=[CH:6][C:7]=1[OH:8].Br[CH2:29][C:30]1[CH:35]=[CH:34][C:33]([F:36])=[C:32]([CH3:37])[C:31]=1[F:38].C(=O)([O-])[O-].[K+].[K+].C(OCC)(=O)C.CCCCCCC, predict the reaction product. The product is: [Cl:1][C:2]1[C:3](=[O:27])[N:4]([C:10]2[C:15]([CH3:16])=[CH:14][N:13]=[C:12]([C:17]3[CH:22]=[CH:21][N:20]=[C:19]([C:23]([OH:26])([CH3:24])[CH3:25])[N:18]=3)[CH:11]=2)[C:5]([CH3:9])=[CH:6][C:7]=1[O:8][CH2:29][C:30]1[CH:35]=[CH:34][C:33]([F:36])=[C:32]([CH3:37])[C:31]=1[F:38].